Dataset: Experimentally validated miRNA-target interactions with 360,000+ pairs, plus equal number of negative samples. Task: Binary Classification. Given a miRNA mature sequence and a target amino acid sequence, predict their likelihood of interaction. (1) The miRNA is hsa-miR-32-5p with sequence UAUUGCACAUUACUAAGUUGCA. The protein sequence of the target gene is MSRFVQDLSKAMSQDGASQFQEVIRQELELSVKKELEKILTTASSHEFEHTKKDLDGFRKLFHRFLQEKGPSVDWGKIQRPPEDSIQPYEKIKARGLPDNISSVLNKLVVVKLNGGLGTSMGCKGPKSLIGVRNENTFLDLTVQQIEHLNKTYNTDVPLVLMNSFNTDEDTKKILQKYNHCRVKIYTFNQSRYPRINKESLLPVAKDVSYSGENTEAWYPPGHGDIYASFYNSGLLDTFIGEGKEYIFVSNIDNLGATVDLYILNHLMNPPNGKRCEFVMEVTNKTRADVKGGTLTQYEG.... Result: 1 (interaction). (2) The miRNA is mmu-miR-7a-2-3p with sequence CAACAAGUCCCAGUCUGCCACA. The protein sequence of the target gene is MDFWLWPLYFLPVSGALRILPEVKVEGELGGSVTIKCPLPEMHVRIYLCREMAGSGTCGTVVSTTNFIKAEYKGRVTLKQYPRKNLFLVEVTQLTESDSGVYACGAGMNTDRGKTQKVTLNVHSEYEPSWEEQPMPETPKWFHLPYLFQMPAYASSSKFVTRVTTPAQRGKVPPVHHSSPTTQITHRPRVSRASSVAGDKPRTFLPSTTASKISALEGLLKPQTPSYNHHTRLHRQRALDYGSQSGREGQGFHILIPTILGLFLLALLGLVVKRAVERRKALSRRARRLAVRMRALESSQ.... Result: 0 (no interaction).